This data is from Reaction yield outcomes from USPTO patents with 853,638 reactions. The task is: Predict the reaction yield, written as a fraction of the theoretical maximum amount of product (1.0 means a 100% yield; for example, 0.34 means a 34% yield). (1) The reactants are [Br:1][C:2]1[CH2:11][CH2:10][C:9]2[C:4](=[C:5]([F:13])[C:6]([F:12])=[CH:7][CH:8]=2)[C:3]=1[CH:14]=[O:15].ClC1C(=O)C(C#N)=C(C#N)C(=O)C=1Cl. The catalyst is C1(C)C=CC=CC=1. The product is [Br:1][C:2]1[CH:11]=[CH:10][C:9]2[C:4](=[C:5]([F:13])[C:6]([F:12])=[CH:7][CH:8]=2)[C:3]=1[CH:14]=[O:15]. The yield is 0.360. (2) The reactants are [H-].[Na+].[CH2:3]1[N:14]2[C:15]3[CH:7]([CH2:8][CH2:9][C:10](=[O:16])[C:11]=3[CH:12]=[CH:13]2)[CH2:6][NH:5][CH2:4]1.I[CH3:18]. The catalyst is CN(C)C=O. The product is [CH3:18][CH:9]1[CH2:8][CH:7]2[CH2:6][NH:5][CH2:4][CH2:3][N:14]3[C:15]2=[C:11]([CH:12]=[CH:13]3)[C:10]1=[O:16]. The yield is 0.740. (3) The reactants are Br[CH2:2][C:3]1[CH:8]=[CH:7][CH:6]=[C:5]([CH2:9][Br:10])[CH:4]=1.[P:11]([O:18]CC)([O:15][CH2:16][CH3:17])[O:12][CH2:13][CH3:14].O. The catalyst is CN(C=O)C. The product is [Br:10][CH2:9][C:5]1[CH:4]=[C:3]([CH:8]=[CH:7][CH:6]=1)[CH2:2][P:11](=[O:18])([O:15][CH2:16][CH3:17])[O:12][CH2:13][CH3:14]. The yield is 0.760. (4) The reactants are [CH3:1][C:2]([OH:6])([C:4]#[CH:5])[CH3:3].[Si:7](OS(C(F)(F)F)(=O)=O)([C:10]([CH3:13])([CH3:12])[CH3:11])([CH3:9])[CH3:8]. The catalyst is C(Cl)Cl. The product is [C:10]([Si:7]([O:6][C:2]([CH3:3])([CH3:1])[C:4]#[CH:5])([CH3:9])[CH3:8])([CH3:13])([CH3:12])[CH3:11]. The yield is 0.800. (5) The reactants are Cl[C:2]1[N:7]=[C:6]([NH:8][C:9]2[CH:13]=[C:12]([CH:14]3[CH2:16][CH2:15]3)[NH:11][N:10]=2)[C:5]([C:17]#[C:18][Si:19]([CH3:22])([CH3:21])[CH3:20])=[CH:4][N:3]=1.[NH:23]1[C:31]2[C:26](=[CH:27][C:28]([NH2:32])=[CH:29][CH:30]=2)[CH:25]=[N:24]1. The catalyst is C(O)CCC.O1CCOCC1. The product is [CH:14]1([C:12]2[NH:11][N:10]=[C:9]([NH:8][C:6]3[C:5]([C:17]#[C:18][Si:19]([CH3:22])([CH3:21])[CH3:20])=[CH:4][N:3]=[C:2]([NH:32][C:28]4[CH:27]=[C:26]5[C:31](=[CH:30][CH:29]=4)[NH:23][N:24]=[CH:25]5)[N:7]=3)[CH:13]=2)[CH2:16][CH2:15]1. The yield is 0.260.